Dataset: NCI-60 drug combinations with 297,098 pairs across 59 cell lines. Task: Regression. Given two drug SMILES strings and cell line genomic features, predict the synergy score measuring deviation from expected non-interaction effect. Drug 1: CN(C)N=NC1=C(NC=N1)C(=O)N. Drug 2: C(CCl)NC(=O)N(CCCl)N=O. Cell line: HL-60(TB). Synergy scores: CSS=13.2, Synergy_ZIP=-4.58, Synergy_Bliss=-2.00, Synergy_Loewe=-7.64, Synergy_HSA=-3.80.